This data is from Peptide-MHC class I binding affinity with 185,985 pairs from IEDB/IMGT. The task is: Regression. Given a peptide amino acid sequence and an MHC pseudo amino acid sequence, predict their binding affinity value. This is MHC class I binding data. The peptide sequence is IPRLGGMAF. The MHC is HLA-B15:09 with pseudo-sequence HLA-B15:09. The binding affinity (normalized) is 0.0847.